From a dataset of Reaction yield outcomes from USPTO patents with 853,638 reactions. Predict the reaction yield, written as a fraction of the theoretical maximum amount of product (1.0 means a 100% yield; for example, 0.34 means a 34% yield). The reactants are [NH2:1][CH:2]([C:5]1[CH:10]=[C:9]([Cl:11])[CH:8]=[CH:7][C:6]=1[O:12][CH3:13])[C:3]#[N:4].[C:14]([Si:18]([CH3:28])([CH3:27])[O:19][C:20]([CH3:26])([CH3:25])[CH2:21][C:22](O)=[O:23])([CH3:17])([CH3:16])[CH3:15].C(N(C(C)C)CC)(C)C.CN(C(ON1N=NC2C=CC=NC1=2)=[N+](C)C)C.F[P-](F)(F)(F)(F)F. The catalyst is CN(C=O)C.C(OCC)(=O)C. The product is [Si:18]([O:19][C:20]([CH3:26])([CH3:25])[CH2:21][C:22]([NH:1][CH:2]([C:5]1[CH:10]=[C:9]([Cl:11])[CH:8]=[CH:7][C:6]=1[O:12][CH3:13])[C:3]#[N:4])=[O:23])([C:14]([CH3:17])([CH3:16])[CH3:15])([CH3:28])[CH3:27]. The yield is 0.730.